From a dataset of Catalyst prediction with 721,799 reactions and 888 catalyst types from USPTO. Predict which catalyst facilitates the given reaction. (1) Reactant: [CH:1]1[CH:2]=[CH:3][C:4]([C@H:7]([NH2:11])[C:8]([OH:10])=[O:9])=[CH:5][CH:6]=1.[C:12](O[C:12]([O:14][C:15]([CH3:18])([CH3:17])[CH3:16])=[O:13])([O:14][C:15]([CH3:18])([CH3:17])[CH3:16])=[O:13].CO.N[C@H](C(O)=O)C(C)(C)C. Product: [C:15]([O:14][C:12]([NH:11][C@@H:7]([C:4]1[CH:3]=[CH:2][CH:1]=[CH:6][CH:5]=1)[C:8]([OH:10])=[O:9])=[O:13])([CH3:18])([CH3:17])[CH3:16]. The catalyst class is: 66. (2) Reactant: [OH-].[Na+].C[O:4][C:5](=[O:29])[CH:6]([C:8]1[C:16]2[C:11](=[N:12][CH:13]=[CH:14][CH:15]=2)[N:10]([S:17]([C:20]2[CH:25]=[CH:24][C:23]([Cl:26])=[C:22]([Cl:27])[CH:21]=2)(=[O:19])=[O:18])[C:9]=1[CH3:28])[CH3:7]. Product: [Cl:27][C:22]1[CH:21]=[C:20]([S:17]([N:10]2[C:11]3=[N:12][CH:13]=[CH:14][CH:15]=[C:16]3[C:8]([CH:6]([CH3:7])[C:5]([OH:29])=[O:4])=[C:9]2[CH3:28])(=[O:18])=[O:19])[CH:25]=[CH:24][C:23]=1[Cl:26]. The catalyst class is: 36. (3) Reactant: [Cl:1][C:2]1[N:3]=[C:4]([N:20]2[CH2:25][CH2:24][N:23]([CH3:26])[CH2:22][CH2:21]2)[C:5](=[O:19])[N:6]([C:8]2[CH:9]=[C:10]([CH:15]=[CH:16][C:17]=2[CH3:18])[C:11](OC)=[O:12])[CH:7]=1.[CH:27]1([NH2:30])[CH2:29][CH2:28]1.C([Mg]Cl)(C)C.[NH4+].[Cl-]. Product: [Cl:1][C:2]1[N:3]=[C:4]([N:20]2[CH2:21][CH2:22][N:23]([CH3:26])[CH2:24][CH2:25]2)[C:5](=[O:19])[N:6]([C:8]2[CH:9]=[C:10]([CH:15]=[CH:16][C:17]=2[CH3:18])[C:11]([NH:30][CH:27]2[CH2:29][CH2:28]2)=[O:12])[CH:7]=1. The catalyst class is: 7. (4) Reactant: [CH2:1]([O:8][C:9]1[CH:13]=[C:12]([C:14]([O:16]C)=[O:15])[O:11][N:10]=1)[C:2]1[CH:7]=[CH:6][CH:5]=[CH:4][CH:3]=1.O.[OH-].[Li+].Cl. Product: [CH2:1]([O:8][C:9]1[CH:13]=[C:12]([C:14]([OH:16])=[O:15])[O:11][N:10]=1)[C:2]1[CH:7]=[CH:6][CH:5]=[CH:4][CH:3]=1. The catalyst class is: 30. (5) Reactant: [OH:1][CH:2]1[CH2:7][CH2:6][NH:5][CH2:4][CH2:3]1.[CH2:8]([C:10]1[CH:11]=[N:12][C:13](Cl)=[N:14][CH:15]=1)[CH3:9].O. Product: [CH2:8]([C:10]1[CH:11]=[N:12][C:13]([N:5]2[CH2:6][CH2:7][CH:2]([OH:1])[CH2:3][CH2:4]2)=[N:14][CH:15]=1)[CH3:9]. The catalyst class is: 8. (6) Reactant: Cl[C:2]1[N:7]=[C:6]([NH:8][CH:9]2[CH2:14][CH2:13][N:12]([C:15]3[N:20]=[N:19][C:18]([C:21]#[N:22])=[CH:17][CH:16]=3)[CH2:11][CH2:10]2)[C:5]([Cl:23])=[CH:4][N:3]=1.Cl.[CH3:25][N:26]1[C:34]([CH3:35])=[C:33]2[C:28]([CH:29]=[C:30]([NH2:36])[CH:31]=[CH:32]2)=[N:27]1.C1C=CC(P(C2C(C3C(P(C4C=CC=CC=4)C4C=CC=CC=4)=CC=C4C=3C=CC=C4)=C3C(C=CC=C3)=CC=2)C2C=CC=CC=2)=CC=1.C(=O)([O-])[O-].[Cs+].[Cs+]. Product: [Cl:23][C:5]1[C:6]([NH:8][CH:9]2[CH2:14][CH2:13][N:12]([C:15]3[N:20]=[N:19][C:18]([C:21]#[N:22])=[CH:17][CH:16]=3)[CH2:11][CH2:10]2)=[N:7][C:2]([NH:36][C:30]2[CH:31]=[CH:32][C:33]3[C:28]([CH:29]=2)=[N:27][N:26]([CH3:25])[C:34]=3[CH3:35])=[N:3][CH:4]=1. The catalyst class is: 231.